From a dataset of Peptide-MHC class II binding affinity with 134,281 pairs from IEDB. Regression. Given a peptide amino acid sequence and an MHC pseudo amino acid sequence, predict their binding affinity value. This is MHC class II binding data. (1) The peptide sequence is DREVVANVIGLSGDS. The MHC is HLA-DQA10301-DQB10302 with pseudo-sequence HLA-DQA10301-DQB10302. The binding affinity (normalized) is 0.159. (2) The peptide sequence is ETAEGGEIHELLRLQ. The MHC is HLA-DPA10301-DPB10402 with pseudo-sequence HLA-DPA10301-DPB10402. The binding affinity (normalized) is 0.137.